Dataset: Full USPTO retrosynthesis dataset with 1.9M reactions from patents (1976-2016). Task: Predict the reactants needed to synthesize the given product. (1) Given the product [F:1][C:2]1[CH:27]=[CH:26][CH:25]=[C:24]([F:28])[C:3]=1[C:4]([NH:6][C:7]1[S:8][C:9]([C:14]2[CH:19]=[CH:18][CH:17]=[C:16]([C:20]([F:23])([F:22])[F:21])[CH:15]=2)=[C:10](/[CH:12]=[N:30]\[OH:31])[N:11]=1)=[O:5], predict the reactants needed to synthesize it. The reactants are: [F:1][C:2]1[CH:27]=[CH:26][CH:25]=[C:24]([F:28])[C:3]=1[C:4]([NH:6][C:7]1[S:8][C:9]([C:14]2[CH:19]=[CH:18][CH:17]=[C:16]([C:20]([F:23])([F:22])[F:21])[CH:15]=2)=[C:10]([CH:12]=O)[N:11]=1)=[O:5].Cl.[NH2:30][OH:31].N1C=CC=CC=1. (2) Given the product [CH2:1]([O:5][C:6]1[CH:14]=[CH:13][C:12]([S:15]([CH3:18])(=[O:17])=[O:16])=[CH:11][C:7]=1[C:8]([N:32]1[CH2:33][CH2:34][N:29]([C:27]2[S:28][C:24]([S:21]([CH3:20])(=[O:23])=[O:22])=[CH:25][N:26]=2)[CH2:30][CH2:31]1)=[O:10])[CH:2]([CH3:3])[CH3:4], predict the reactants needed to synthesize it. The reactants are: [CH2:1]([O:5][C:6]1[CH:14]=[CH:13][C:12]([S:15]([CH3:18])(=[O:17])=[O:16])=[CH:11][C:7]=1[C:8]([OH:10])=O)[CH:2]([CH3:4])[CH3:3].Cl.[CH3:20][S:21]([C:24]1[S:28][C:27]([N:29]2[CH2:34][CH2:33][NH:32][CH2:31][CH2:30]2)=[N:26][CH:25]=1)(=[O:23])=[O:22]. (3) Given the product [CH3:22][N:18]([CH3:17])[C:2]1[CH:14]=[CH:13][C:12]2[C:11]3[C:6](=[CH:7][CH:8]=[CH:9][CH:10]=3)[C:5](=[O:15])[C:4]=2[CH:3]=1, predict the reactants needed to synthesize it. The reactants are: N[C:2]1[CH:14]=[CH:13][C:12]2[C:11]3[C:6](=[CH:7][CH:8]=[CH:9][CH:10]=3)[C:5](=[O:15])[C:4]=2[CH:3]=1.[BH3-][C:17]#[N:18].[Na+].[OH-].[Na+].[CH3:22]C(O)=O. (4) Given the product [C:25]([O:8][CH2:7][C:6]([CH2:1][CH2:2][CH:3]([CH3:5])[CH3:4])([CH:11]([CH3:13])[CH3:12])[CH2:9][O:10][C:18](=[O:14])[CH2:17][CH3:16])(=[O:28])[CH2:26][CH3:27], predict the reactants needed to synthesize it. The reactants are: [CH2:1]([C:6]([CH:11]([CH3:13])[CH3:12])([CH2:9][OH:10])[CH2:7][OH:8])[CH2:2][CH:3]([CH3:5])[CH3:4].[O:14]1[CH2:18][CH2:17][CH2:16]C1.N1C=CC=CC=1.[C:25](Cl)(=[O:28])[CH2:26][CH3:27]. (5) The reactants are: [CH3:1][C:2]1[N:11]([CH:12]2[CH2:17][CH2:16][NH:15][CH2:14][CH2:13]2)[C:5]2[CH:6]=[N:7][C:8]([CH3:10])=[CH:9][C:4]=2[N:3]=1.[C:18]([O:22][C:23](=[O:36])[NH:24][C:25]1[CH:26]=[C:27]2[C:31](=[CH:32][CH:33]=1)[CH2:30][C@@H:29]([CH2:34]I)[CH2:28]2)([CH3:21])([CH3:20])[CH3:19].C(=O)([O-])[O-].[Cs+].[Cs+]. Given the product [C:18]([O:22][C:23](=[O:36])[NH:24][C:25]1[CH:26]=[C:27]2[C:31](=[CH:32][CH:33]=1)[CH2:30][C@@H:29]([CH2:34][N:15]1[CH2:16][CH2:17][CH:12]([N:11]3[C:5]4[CH:6]=[N:7][C:8]([CH3:10])=[CH:9][C:4]=4[N:3]=[C:2]3[CH3:1])[CH2:13][CH2:14]1)[CH2:28]2)([CH3:21])([CH3:19])[CH3:20], predict the reactants needed to synthesize it. (6) Given the product [C:1]([O:5][C:6](=[O:11])[NH:7][CH2:8][CH2:9][NH:10][C:13]1[S:14][C:15]([C:22]2[C:23]([CH3:37])=[N:24][N:25]3[C:30]([CH:31]([CH2:32][CH3:33])[CH2:34][CH3:35])=[CH:29][C:28]([CH3:36])=[N:27][C:26]=23)=[C:16]([C:18]([F:19])([F:21])[F:20])[N:17]=1)([CH3:4])([CH3:2])[CH3:3], predict the reactants needed to synthesize it. The reactants are: [C:1]([O:5][C:6](=[O:11])[NH:7][CH2:8][CH2:9][NH2:10])([CH3:4])([CH3:3])[CH3:2].Br[C:13]1[S:14][C:15]([C:22]2[C:23]([CH3:37])=[N:24][N:25]3[C:30]([CH:31]([CH2:34][CH3:35])[CH2:32][CH3:33])=[CH:29][C:28]([CH3:36])=[N:27][C:26]=23)=[C:16]([C:18]([F:21])([F:20])[F:19])[N:17]=1.C(N(CC)CC)C.